This data is from Catalyst prediction with 721,799 reactions and 888 catalyst types from USPTO. The task is: Predict which catalyst facilitates the given reaction. (1) Reactant: [CH3:1][C:2]1[CH:6]=[CH:5][O:4][C:3]=1[C:7]([O:9][CH3:10])=[O:8].[Br:11]Br.O. Product: [Br:11][C:5]1[O:4][C:3]([C:7]([O:9][CH3:10])=[O:8])=[C:2]([CH3:1])[CH:6]=1. The catalyst class is: 22. (2) Reactant: Cl[CH2:2][C:3](Cl)=[O:4].[NH2:6][C:7]1[CH:12]=[CH:11][CH:10]=[C:9]([CH3:13])[C:8]=1[OH:14].C(N(CC)CC)C. Product: [CH3:13][C:9]1[C:8]2[O:14][CH2:2][C:3](=[O:4])[NH:6][C:7]=2[CH:12]=[CH:11][CH:10]=1. The catalyst class is: 1. (3) Reactant: [CH:1]([C:3]1[CH:12]=[C:11]([Cl:13])[CH:10]=[CH:9][C:4]=1[C:5](NC)=[O:6])=[O:2].C(=O)([O-])[OH:15].[Na+]. Product: [CH:1]([C:3]1[CH:12]=[C:11]([Cl:13])[CH:10]=[CH:9][C:4]=1[C:5]([OH:15])=[O:6])=[O:2]. The catalyst class is: 33. (4) The catalyst class is: 616. Reactant: [NH:1]1[C:9]2[C:4](=[CH:5][CH:6]=[CH:7][CH:8]=2)[CH2:3][C:2]1=[O:10].[CH3:11][C:12]([O:15][C:16](O[C:16]([O:15][C:12]([CH3:14])([CH3:13])[CH3:11])=[O:17])=[O:17])([CH3:14])[CH3:13]. Product: [C:12]([O:15][C:16]([N:1]1[C:9]2[C:4](=[CH:5][CH:6]=[CH:7][CH:8]=2)[CH2:3][C:2]1=[O:10])=[O:17])([CH3:14])([CH3:13])[CH3:11]. (5) Reactant: C([NH:9][C:10](=[S:27])[NH:11][C:12]1[C:17]([O:18][CH2:19][C:20]([O:22][C:23]([CH3:26])([CH3:25])[CH3:24])=[O:21])=[CH:16][CH:15]=[CH:14][N:13]=1)(=O)C1C=CC=CC=1.C(=O)([O-])[O-].[K+].[K+].O. Product: [NH:11]([C:12]1[C:17]([O:18][CH2:19][C:20]([O:22][C:23]([CH3:26])([CH3:25])[CH3:24])=[O:21])=[CH:16][CH:15]=[CH:14][N:13]=1)[C:10]([NH2:9])=[S:27]. The catalyst class is: 8. (6) Reactant: [C:1]([C:3]1[CH:4]=[CH:5][C:6]([O:31]C)=[C:7]([S:9]([NH:12][CH2:13][CH2:14][C:15]2[CH:27]=[CH:26][C:25]([CH:28]([CH3:30])[CH3:29])=[CH:24][C:16]=2[O:17][CH2:18][C:19]([O:21][CH2:22][CH3:23])=[O:20])(=[O:11])=[O:10])[CH:8]=1)#[N:2].[Cl-].[Li+]. Product: [C:1]([C:3]1[CH:4]=[CH:5][C:6]([OH:31])=[C:7]([S:9]([NH:12][CH2:13][CH2:14][C:15]2[CH:27]=[CH:26][C:25]([CH:28]([CH3:30])[CH3:29])=[CH:24][C:16]=2[O:17][CH2:18][C:19]([O:21][CH2:22][CH3:23])=[O:20])(=[O:10])=[O:11])[CH:8]=1)#[N:2]. The catalyst class is: 9. (7) Reactant: [CH2:1]([O:3][C:4](=[O:16])[CH2:5][C:6]1[C:7]2[CH:14]=[CH:13][C:12]([OH:15])=[CH:11][C:8]=2[S:9][CH:10]=1)[CH3:2].C(N(CC)CC)C.[F:24][C:25]([F:38])([F:37])[S:26](O[S:26]([C:25]([F:38])([F:37])[F:24])(=[O:28])=[O:27])(=[O:28])=[O:27]. Product: [CH2:1]([O:3][C:4](=[O:16])[CH2:5][C:6]1[C:7]2[CH:14]=[CH:13][C:12]([O:15][S:26]([C:25]([F:38])([F:37])[F:24])(=[O:28])=[O:27])=[CH:11][C:8]=2[S:9][CH:10]=1)[CH3:2]. The catalyst class is: 4. (8) Reactant: [Cl:1]C(OC(Cl)=O)C.C[N:9]1[CH:14]2[CH2:15][CH2:16][CH2:17][CH:10]1[CH2:11][C:12](=[O:18])[CH2:13]2.C1(C)C=CC=CC=1. Product: [ClH:1].[CH:10]12[NH:9][CH:14]([CH2:15][CH2:16][CH2:17]1)[CH2:13][C:12](=[O:18])[CH2:11]2. The catalyst class is: 5. (9) Reactant: [C:1](Cl)(=[O:4])[CH:2]=[CH2:3].Cl.[CH2:7]([O:14][NH2:15])[C:8]1[CH:13]=[CH:12][CH:11]=[CH:10][CH:9]=1.C(N(CC)C(C)C)(C)C.O. Product: [CH2:7]([O:14][NH:15][C:1](=[O:4])[CH:2]=[CH2:3])[C:8]1[CH:13]=[CH:12][CH:11]=[CH:10][CH:9]=1. The catalyst class is: 4.